Dataset: Reaction yield outcomes from USPTO patents with 853,638 reactions. Task: Predict the reaction yield, written as a fraction of the theoretical maximum amount of product (1.0 means a 100% yield; for example, 0.34 means a 34% yield). (1) The reactants are [C:1]1([C:7]2[CH:8]=[C:9]([C:16]([O:18]/[N:19]=[C:20](/[C:22]3[CH:39]=[CH:38][C:25]([CH2:26][N:27]4[CH2:30][CH:29]([C:31]([O:33][C:34]([CH3:37])([CH3:36])[CH3:35])=[O:32])[CH2:28]4)=[CH:24][CH:23]=3)\[NH2:21])=O)[S:10][C:11]=2[C:12]([F:15])([F:14])[F:13])[CH:6]=[CH:5][CH:4]=[CH:3][CH:2]=1.CCCC[N+](CCCC)(CCCC)CCCC.[F-].O1CCCC1. The catalyst is C(#N)C. The product is [C:1]1([C:7]2[CH:8]=[C:9]([C:16]3[O:18][N:19]=[C:20]([C:22]4[CH:39]=[CH:38][C:25]([CH2:26][N:27]5[CH2:28][CH:29]([C:31]([O:33][C:34]([CH3:35])([CH3:37])[CH3:36])=[O:32])[CH2:30]5)=[CH:24][CH:23]=4)[N:21]=3)[S:10][C:11]=2[C:12]([F:13])([F:15])[F:14])[CH:6]=[CH:5][CH:4]=[CH:3][CH:2]=1. The yield is 0.724. (2) The reactants are Cl[C:2]1[C:3]([Cl:20])=[C:4]([CH:11]=[C:12]([C:14]2[CH:15]=[N:16][N:17]([CH3:19])[CH:18]=2)[N:13]=1)[C:5]([O:7][CH:8]([CH3:10])[CH3:9])=[O:6].[CH3:21][C:22](C)([O-:24])[CH3:23].[K+]. The catalyst is CC(O)C.O. The product is [Cl:20][C:3]1[C:2]([O:24][CH:22]([CH3:23])[CH3:21])=[N:13][C:12]([C:14]2[CH:15]=[N:16][N:17]([CH3:19])[CH:18]=2)=[CH:11][C:4]=1[C:5]([O:7][CH:8]([CH3:10])[CH3:9])=[O:6]. The yield is 0.360. (3) The reactants are C(Cl)(=O)C(Cl)=O.CS(C)=O.[OH:11][CH:12]1[C:18]2=[N:19][CH:20]=[C:21]([N:23]3[CH2:27][C@H:26]([CH2:28][NH:29][C:30](=[O:32])[CH3:31])[O:25][C:24]3=[O:33])[CH:22]=[C:17]2[CH2:16][CH2:15][CH2:14][CH2:13]1.C(N(CC)CC)C. The catalyst is ClCCl.O. The product is [O:33]=[C:24]1[N:23]([C:21]2[CH:22]=[C:17]3[CH2:16][CH2:15][CH2:14][CH2:13][C:12](=[O:11])[C:18]3=[N:19][CH:20]=2)[CH2:27][C@H:26]([CH2:28][NH:29][C:30](=[O:32])[CH3:31])[O:25]1. The yield is 0.660. (4) The reactants are C[O:2][C:3]1[CH:4]=[CH:5][C:6]2[S:10][C:9]([C:11]3[C:15]([CH3:16])=[N:14][NH:13][C:12]=3[NH2:17])=[N:8][C:7]=2[CH:18]=1.BrB(Br)Br.C(=O)([O-])[O-].[Na+].[Na+]. The catalyst is C(Cl)Cl. The product is [NH2:17][C:12]1[NH:13][N:14]=[C:15]([CH3:16])[C:11]=1[C:9]1[S:10][C:6]2[CH:5]=[CH:4][C:3]([OH:2])=[CH:18][C:7]=2[N:8]=1. The yield is 0.190. (5) The reactants are [NH2:1][C:2]1[C:3]([C:33](OCC)=[O:34])=[N:4][C:5]([NH:17][C:18]2[CH:23]=[CH:22][CH:21]=[CH:20][C:19]=2[CH2:24][O:25][Si](C(C)(C)C)(C)C)=[N:6][C:7]=1[NH:8][C:9]1[CH:14]=[CH:13][CH:12]=[CH:11][C:10]=1[O:15][CH3:16].NC1C(C(OCC)=O)=NC(NC2C=CC=CC=2CO)=NC=1NC1C=CC=C[C:47]=1[O:52]C.[Si](Cl)(C(C)(C)C)(C)C.[NH:76]1C=CN=C1. The catalyst is C(Cl)Cl. The product is [OH:25][CH2:24][C:19]1[CH:20]=[CH:21][CH:22]=[CH:23][C:18]=1[NH:17][C:5]1[N:6]=[C:7]2[C:2]([NH:1][C:47](=[O:52])[N:8]2[C:9]2[CH:14]=[CH:13][CH:12]=[CH:11][C:10]=2[O:15][CH3:16])=[C:3]([C:33]([NH2:76])=[O:34])[N:4]=1. The yield is 0.690. (6) The reactants are [N:1]1([C:8]2[CH:9]=[CH:10][C:11]3[N:18]4[CH2:19][C@H:14]([CH2:15][CH2:16][CH2:17]4)[N:13]([C:20]([NH:22][C:23]4[CH:28]=[CH:27][N:26]=[CH:25][N:24]=4)=[O:21])[C:12]=3[N:29]=2)[CH2:7][CH2:6][CH2:5][NH:4][CH2:3][CH2:2]1.[CH2:30]=O. The catalyst is CO.[Pd]. The product is [CH3:30][N:4]1[CH2:5][CH2:6][CH2:7][N:1]([C:8]2[CH:9]=[CH:10][C:11]3[N:18]4[CH2:19][C@H:14]([CH2:15][CH2:16][CH2:17]4)[N:13]([C:20]([NH:22][C:23]4[CH:28]=[CH:27][N:26]=[CH:25][N:24]=4)=[O:21])[C:12]=3[N:29]=2)[CH2:2][CH2:3]1. The yield is 0.210. (7) The reactants are Br[C:2]1[CH:3]=[C:4]([C:14]([NH:16][CH2:17][C:18]2[C:19](=[O:26])[NH:20][C:21]([CH3:25])=[CH:22][C:23]=2[CH3:24])=[O:15])[C:5]2[CH:10]=[N:9][N:8]([CH:11]([CH3:13])[CH3:12])[C:6]=2[N:7]=1.C([O-])([O-])=O.[K+].[K+].Cl.[NH:34]1[CH2:39][CH2:38][C:37](=[O:40])[CH2:36][CH2:35]1.O. The catalyst is CN(C=O)C.CO.C(Cl)Cl. The product is [CH3:24][C:23]1[CH:22]=[C:21]([CH3:25])[NH:20][C:19](=[O:26])[C:18]=1[CH2:17][NH:16][C:14]([C:4]1[C:5]2[CH:10]=[N:9][N:8]([CH:11]([CH3:13])[CH3:12])[C:6]=2[N:7]=[C:2]([N:34]2[CH2:39][CH2:38][C:37](=[O:40])[CH2:36][CH2:35]2)[CH:3]=1)=[O:15]. The yield is 0.288.